The task is: Regression. Given a peptide amino acid sequence and an MHC pseudo amino acid sequence, predict their binding affinity value. This is MHC class I binding data.. This data is from Peptide-MHC class I binding affinity with 185,985 pairs from IEDB/IMGT. The peptide sequence is EEKAFSPEV. The MHC is HLA-A01:01 with pseudo-sequence HLA-A01:01. The binding affinity (normalized) is 0.